This data is from Catalyst prediction with 721,799 reactions and 888 catalyst types from USPTO. The task is: Predict which catalyst facilitates the given reaction. (1) Product: [CH2:1]1[C:4]2([CH2:9][CH2:8][O:7][CH2:6][CH2:5]2)[CH2:3][N:2]1[C:10]1[CH:16]=[CH:15][C:13]([NH:14][C:28]2[N:29]=[C:24]([Cl:23])[N:25]=[CH:26][N:27]=2)=[CH:12][CH:11]=1. The catalyst class is: 4. Reactant: [CH2:1]1[C:4]2([CH2:9][CH2:8][O:7][CH2:6][CH2:5]2)[CH2:3][N:2]1[C:10]1[CH:16]=[CH:15][C:13]([NH2:14])=[CH:12][CH:11]=1.C(=O)([O-])[O-].[K+].[K+].[Cl:23][C:24]1[N:29]=[C:28](Cl)[N:27]=[CH:26][N:25]=1. (2) Reactant: [Cl:1][C:2]1[CH:7]=[CH:6][CH:5]=[CH:4][C:3]=1[C:8](=[O:10])[CH3:9].C[Si]([C:15]#[N:16])(C)C. Product: [Cl:1][C:2]1[CH:7]=[CH:6][CH:5]=[CH:4][C:3]=1[C:8]([OH:10])([CH3:9])[C:15]#[N:16]. The catalyst class is: 528. (3) Reactant: [CH:1]1([C:7]2[CH:28]=[CH:27][C:10]([C:11]([N:13]3[C:19]4[CH:20]=[CH:21][CH:22]=[CH:23][C:18]=4[CH2:17][N:16]4[CH:24]=[CH:25][CH:26]=[C:15]4[CH2:14]3)=[O:12])=[CH:9][CH:8]=2)[CH2:6][CH2:5][CH2:4][CH2:3][CH2:2]1.C1(C)C(C)=CC=CC=1.[C:37]([C:41]1[CH:49]=[CH:48][C:44]([C:45](Cl)=[O:46])=[CH:43][CH:42]=1)([CH3:40])([CH3:39])[CH3:38]. Product: [C:37]([C:41]1[CH:42]=[CH:43][C:44]([C:45]([C:24]2[N:16]3[C:15]([CH2:14][N:13]([C:11](=[O:12])[C:10]4[CH:27]=[CH:28][C:7]([CH:1]5[CH2:2][CH2:3][CH2:4][CH2:5][CH2:6]5)=[CH:8][CH:9]=4)[C:19]4[CH:20]=[CH:21][CH:22]=[CH:23][C:18]=4[CH2:17]3)=[CH:26][CH:25]=2)=[O:46])=[CH:48][CH:49]=1)([CH3:40])([CH3:38])[CH3:39]. The catalyst class is: 6. (4) Reactant: [CH2:1]([N:3]1[CH:8]([CH3:9])[C:7]([CH3:11])([CH3:10])[O:6][C:5](=[O:12])[CH2:4]1)[CH3:2].C[Si]([N-][Si](C)(C)C)(C)C.[Li+].Br[CH2:24][C:25]([O:27][C:28]([CH3:31])([CH3:30])[CH3:29])=[O:26]. Product: [CH2:1]([N:3]1[CH:8]([CH3:9])[C:7]([CH3:10])([CH3:11])[O:6][C:5](=[O:12])[CH:4]1[CH2:24][C:25]([O:27][C:28]([CH3:31])([CH3:30])[CH3:29])=[O:26])[CH3:2]. The catalyst class is: 7. (5) Reactant: [NH:1]1[CH2:4][CH:3]([O:5][C:6]2[C:11]([C:12]3[CH:17]=[CH:16][C:15]([S:18]([CH3:20])=[O:19])=[CH:14][CH:13]=3)=[CH:10][C:9]([C:21]3[NH:30][C:29](=[O:31])[C:28]4[C:23](=[CH:24][C:25]([F:34])=[CH:26][C:27]=4[O:32][CH3:33])[N:22]=3)=[CH:8][CH:7]=2)[CH2:2]1.C=O.O.[C:38]([O-])(=O)C.[Na+].C(O)(=O)C.C(O[BH-](OC(=O)C)OC(=O)C)(=O)C.[Na+]. Product: [F:34][C:25]1[CH:24]=[C:23]2[C:28]([C:29](=[O:31])[NH:30][C:21]([C:9]3[CH:10]=[C:11]([C:12]4[CH:17]=[CH:16][C:15]([S:18]([CH3:20])=[O:19])=[CH:14][CH:13]=4)[C:6]([O:5][CH:3]4[CH2:2][N:1]([CH3:38])[CH2:4]4)=[CH:7][CH:8]=3)=[N:22]2)=[C:27]([O:32][CH3:33])[CH:26]=1. The catalyst class is: 525. (6) Reactant: C[O:2][C:3](=O)[C:4]1[CH:9]=[C:8]([O:10][CH2:11][C:12]2[CH:17]=[CH:16][CH:15]=[CH:14][CH:13]=2)[CH:7]=[N:6][CH:5]=1.[BH4-].[Li+].O.Cl. Product: [CH2:11]([O:10][C:8]1[CH:9]=[C:4]([CH2:3][OH:2])[CH:5]=[N:6][CH:7]=1)[C:12]1[CH:13]=[CH:14][CH:15]=[CH:16][CH:17]=1. The catalyst class is: 247.